From a dataset of Full USPTO retrosynthesis dataset with 1.9M reactions from patents (1976-2016). Predict the reactants needed to synthesize the given product. (1) Given the product [CH:1]12[CH2:7][CH:4]([CH:5]=[CH:6]1)[CH2:3][CH:2]2[C:8]([OH:10])=[O:9].[CH2:11]=[CH2:12], predict the reactants needed to synthesize it. The reactants are: [CH:1]12[CH2:7][CH:4]([CH:5]=[CH:6]1)[CH2:3][CH:2]2[C:8]([OH:10])=[O:9].[CH2:11]=[CH2:12]. (2) Given the product [Cl:1][C:2]1[CH:7]=[CH:6][C:5]([O:8][C:9]2[CH:10]=[CH:11][C:12]([CH:15]=[O:21])=[N:13][CH:14]=2)=[CH:4][C:3]=1[C:17]([F:20])([F:19])[F:18], predict the reactants needed to synthesize it. The reactants are: [Cl:1][C:2]1[CH:7]=[CH:6][C:5]([O:8][C:9]2[CH:10]=[CH:11][C:12]([C:15]#N)=[N:13][CH:14]=2)=[CH:4][C:3]=1[C:17]([F:20])([F:19])[F:18].[O:21]1CCCC1. (3) Given the product [CH2:1]([O:3][C:4]([CH:6]1[CH2:15][CH2:14][C:13]2[C:8](=[CH:9][C:10]([O:16][CH2:17][C:18]3[CH:23]=[CH:22][CH:21]=[CH:20][CH:19]=3)=[CH:11][CH:12]=2)[O:7]1)=[O:5])[CH3:2], predict the reactants needed to synthesize it. The reactants are: [CH2:1]([O:3][C:4]([CH:6]1[CH2:15][CH2:14][C:13]2[C:8](=[CH:9][C:10]([OH:16])=[CH:11][CH:12]=2)[O:7]1)=[O:5])[CH3:2].[CH2:17](Br)[C:18]1[CH:23]=[CH:22][CH:21]=[CH:20][CH:19]=1.C([O-])([O-])=O.[K+].[K+].